Task: Predict the reaction yield, written as a fraction of the theoretical maximum amount of product (1.0 means a 100% yield; for example, 0.34 means a 34% yield).. Dataset: Reaction yield outcomes from USPTO patents with 853,638 reactions (1) The reactants are [CH2:1]([O:3][C:4]1[CH:5]=[C:6]([CH:9]=[CH:10][C:11]=1[OH:12])[CH:7]=[O:8])[CH3:2].Cl[C:14]1[CH:21]=[CH:20][C:17]([C:18]#[N:19])=[CH:16][N:15]=1.C(=O)([O-])[O-].[K+].[K+]. The catalyst is CC(N(C)C)=O. The product is [CH2:1]([O:3][C:4]1[CH:5]=[C:6]([CH:7]=[O:8])[CH:9]=[CH:10][C:11]=1[O:12][C:14]1[CH:21]=[CH:20][C:17]([C:18]#[N:19])=[CH:16][N:15]=1)[CH3:2]. The yield is 0.930. (2) The reactants are CS[C:3]1[N:8]=[C:7]([C:9]2[C:17]3[C:12](=[N:13][CH:14]=[C:15]([C:18]([F:21])([F:20])[F:19])[CH:16]=3)[N:11]([S:22]([C:25]3[CH:31]=[CH:30][C:28]([CH3:29])=[CH:27][CH:26]=3)(=[O:24])=[O:23])[CH:10]=2)[C:6]([C:32]#[N:33])=[CH:5][N:4]=1.ClC1C=CC=C(C(OO)=O)C=1.[F:45][C:46]1[C:51]([OH:52])=[C:50]([F:53])[C:49]([F:54])=[C:48]([F:55])[C:47]=1[F:56]. The catalyst is ClCCl. The product is [F:45][C:46]1[C:47]([F:56])=[C:48]([F:55])[C:49]([F:54])=[C:50]([F:53])[C:51]=1[O:52][C:3]1[N:8]=[C:7]([C:9]2[C:17]3[C:12](=[N:13][CH:14]=[C:15]([C:18]([F:19])([F:20])[F:21])[CH:16]=3)[N:11]([S:22]([C:25]3[CH:26]=[CH:27][C:28]([CH3:29])=[CH:30][CH:31]=3)(=[O:24])=[O:23])[CH:10]=2)[C:6]([C:32]#[N:33])=[CH:5][N:4]=1. The yield is 0.310.